From a dataset of Full USPTO retrosynthesis dataset with 1.9M reactions from patents (1976-2016). Predict the reactants needed to synthesize the given product. (1) Given the product [C:1]([O:5][C:6](=[O:7])[N:8]([CH2:17][C:18]1[CH:19]=[CH:20][C:21]([O:22][C:23]2[CH:31]=[CH:30][C:26]([C:27](=[O:29])[NH:44][CH2:42][CH3:41])=[CH:25][N:24]=2)=[CH:32][CH:33]=1)[CH2:9][CH2:10][C:11]1[CH:12]=[CH:13][CH:14]=[CH:15][CH:16]=1)([CH3:2])([CH3:4])[CH3:3], predict the reactants needed to synthesize it. The reactants are: [C:1]([O:5][C:6]([N:8]([CH2:17][C:18]1[CH:33]=[CH:32][C:21]([O:22][C:23]2[CH:31]=[CH:30][C:26]([C:27]([OH:29])=O)=[CH:25][N:24]=2)=[CH:20][CH:19]=1)[CH2:9][CH2:10][C:11]1[CH:16]=[CH:15][CH:14]=[CH:13][CH:12]=1)=[O:7])([CH3:4])([CH3:3])[CH3:2].C(Cl)CCl.C1C=C[C:41]2N(O)N=[N:44][C:42]=2C=1.CCN(C(C)C)C(C)C.Cl.CN.C(O)(=O)CC(CC(O)=O)(C(O)=O)O.C([O-])(O)=O.[Na+]. (2) Given the product [Br:1][C:2]1[C:3]([CH3:11])=[CH:4][C:5]2[N:6]([C:8]([I:17])=[CH:9][N:10]=2)[CH:7]=1, predict the reactants needed to synthesize it. The reactants are: [Br:1][C:2]1[C:3]([CH3:11])=[CH:4][C:5]2[N:6]([CH:8]=[CH:9][N:10]=2)[CH:7]=1.C([O-])(=O)C.[Na+].[I:17]I.